This data is from Catalyst prediction with 721,799 reactions and 888 catalyst types from USPTO. The task is: Predict which catalyst facilitates the given reaction. (1) Reactant: [Br:1][C:2]1[CH:3]=[N:4][N:5]2[CH:10]=[CH:9][C:8]([N:11]3[CH2:15]C[C@H:13](NC)[CH2:12]3)=[N:7][C:6]=12.CN(C(ON1N=N[C:28]2[CH:29]=[CH:30][CH:31]=[N:32]C1=2)=[N+](C)C)C.F[P-](F)(F)(F)(F)F.[CH2:42](N(CC)CC)C.[CH3:49][N:50]([CH:52]=[O:53])[CH3:51]. Product: [NH2:32][C@@H:31]([CH2:30][CH:29]([CH3:42])[CH3:28])[C:52]([N:50]([C@H:51]1[CH2:13][CH2:12][N:11]([C:8]2[CH:9]=[CH:10][N:5]3[N:4]=[CH:3][C:2]([Br:1])=[C:6]3[N:7]=2)[CH2:15]1)[CH3:49])=[O:53]. The catalyst class is: 2. (2) Reactant: [C:1]([O:5][C:6](=[O:29])[NH:7][C@@H:8]([C:12]1[CH:17]=[CH:16][C:15]([Cl:18])=[C:14]([C:19]([C:21]2[CH:26]=[N:25][C:24](Cl)=[CH:23][N:22]=2)=[O:20])[C:13]=1[F:28])[CH:9]1[CH2:11][CH2:10]1)([CH3:4])([CH3:3])[CH3:2].[CH3:30][O:31][C:32]1[CH:39]=[CH:38][C:35]([CH2:36][NH2:37])=[CH:34][CH:33]=1.C(N(CC)CC)C.CN(C)C=O. Product: [C:1]([O:5][C:6](=[O:29])[NH:7][C@@H:8]([C:12]1[CH:17]=[CH:16][C:15]([Cl:18])=[C:14]([C:19]([C:21]2[CH:26]=[N:25][C:24]([NH:37][CH2:36][C:35]3[CH:38]=[CH:39][C:32]([O:31][CH3:30])=[CH:33][CH:34]=3)=[CH:23][N:22]=2)=[O:20])[C:13]=1[F:28])[CH:9]1[CH2:10][CH2:11]1)([CH3:2])([CH3:3])[CH3:4]. The catalyst class is: 13. (3) Reactant: N1C=CC=CC=1.[CH3:7][O:8][C:9]1[C:18]2[CH2:17][C@@H:16]([NH:19][C:20](=[O:25])[C:21]([F:24])([F:23])[F:22])[CH2:15][CH2:14][C:13]=2[C:12]([S:26](Cl)(=[O:28])=[O:27])=[CH:11][CH:10]=1.[Cl:30][C:31]1[CH:32]=[C:33]([CH:35]=[C:36]([Cl:38])[CH:37]=1)[NH2:34]. Product: [Cl:30][C:31]1[CH:32]=[C:33]([NH:34][S:26]([C:12]2[CH:11]=[CH:10][C:9]([O:8][CH3:7])=[C:18]3[C:13]=2[CH2:14][CH2:15][C@H:16]([NH:19][C:20](=[O:25])[C:21]([F:24])([F:23])[F:22])[CH2:17]3)(=[O:28])=[O:27])[CH:35]=[C:36]([Cl:38])[CH:37]=1. The catalyst class is: 4. (4) Reactant: Br[C:2]1[CH:7]=[CH:6][C:5]([C@H:8]([C:20]2[CH:25]=[CH:24][CH:23]=[CH:22][C:21]=2[CH3:26])[CH2:9][C:10]([C:12]2[CH:13]=[CH:14][C:15](=[O:19])[N:16]([CH3:18])[CH:17]=2)=[O:11])=[CH:4][CH:3]=1.[NH:27]1[CH2:32][CH2:31][CH:30]([C:33]([O:35][CH2:36][CH3:37])=[O:34])[CH2:29][CH2:28]1.CC(C)([O-])C.[Na+].C1(P(C2CCCCC2)C2C=CC=CC=2C2C(C(C)C)=CC(C(C)C)=CC=2C(C)C)CCCCC1. Product: [CH3:18][N:16]1[C:15](=[O:19])[CH:14]=[CH:13][C:12]([C:10](=[O:11])[CH2:9][C@H:8]([C:5]2[CH:4]=[CH:3][C:2]([N:27]3[CH2:32][CH2:31][CH:30]([C:33]([O:35][CH2:36][CH3:37])=[O:34])[CH2:29][CH2:28]3)=[CH:7][CH:6]=2)[C:20]2[CH:25]=[CH:24][CH:23]=[CH:22][C:21]=2[CH3:26])=[CH:17]1.[CH3:18][N:16]1[CH:17]=[C:12]([C:10](=[O:11])[CH2:9][C@H:8]([C:5]2[CH:4]=[CH:3][CH:2]=[CH:7][CH:6]=2)[C:20]2[CH:25]=[CH:24][CH:23]=[CH:22][C:21]=2[CH3:26])[CH:13]=[CH:14][C:15]1=[O:19]. The catalyst class is: 101. (5) Reactant: [CH2:1]([O:8][C:9]1[CH:16]=[CH:15][C:12]([C:13]#[N:14])=[CH:11][CH:10]=1)[C:2]1[CH:7]=[CH:6][CH:5]=[CH:4][CH:3]=1.[N-:17]=[N+:18]=[N-:19].[Na+].[Cl-].[NH4+].[OH-].[Na+]. Product: [CH2:1]([O:8][C:9]1[CH:10]=[CH:11][C:12]([C:13]2[N:17]=[N:18][NH:19][N:14]=2)=[CH:15][CH:16]=1)[C:2]1[CH:3]=[CH:4][CH:5]=[CH:6][CH:7]=1. The catalyst class is: 9. (6) Reactant: [CH:1]1([N:6]2[C:10]3[N:11]=[C:12]([NH:15][C:16]4[CH:21]=[CH:20][C:19]([N:22]5[C:29](=[O:30])[CH2:28][C@@H:27]6[NH:31][C@@H:24]([CH2:25][CH2:26]6)[CH2:23]5)=[CH:18][N:17]=4)[N:13]=[CH:14][C:9]=3[CH:8]=[C:7]2[C:32]([N:34]([CH3:36])[CH3:35])=[O:33])[CH2:5][CH2:4][CH2:3][CH2:2]1.[CH3:37][S:38](Cl)(=[O:40])=[O:39].C(N(C(C)C)CC)(C)C.C(Cl)Cl. The catalyst class is: 25. Product: [CH:1]1([N:6]2[C:10]3[N:11]=[C:12]([NH:15][C:16]4[CH:21]=[CH:20][C:19]([N:22]5[C:29](=[O:30])[CH2:28][C@@H:27]6[N:31]([S:38]([CH3:37])(=[O:40])=[O:39])[C@@H:24]([CH2:25][CH2:26]6)[CH2:23]5)=[CH:18][N:17]=4)[N:13]=[CH:14][C:9]=3[CH:8]=[C:7]2[C:32]([N:34]([CH3:36])[CH3:35])=[O:33])[CH2:2][CH2:3][CH2:4][CH2:5]1.